From a dataset of Catalyst prediction with 721,799 reactions and 888 catalyst types from USPTO. Predict which catalyst facilitates the given reaction. Reactant: [C:1]([Si:5]([CH3:37])([CH3:36])[O:6][C:7]1([C:11]2[S:12][C:13]([C:16]3[CH:17]=[C:18]([NH:25][C:26]4[N:31]=[C:30]([C:32]([F:35])([F:34])[F:33])[CH:29]=[CH:28][N:27]=4)[CH:19]=[C:20]([N+:22]([O-])=O)[CH:21]=3)=[CH:14][N:15]=2)[CH2:10][CH2:9][CH2:8]1)([CH3:4])([CH3:3])[CH3:2]. Product: [Si:5]([O:6][C:7]1([C:11]2[S:12][C:13]([C:16]3[CH:21]=[C:20]([NH2:22])[CH:19]=[C:18]([NH:25][C:26]4[N:31]=[C:30]([C:32]([F:33])([F:34])[F:35])[CH:29]=[CH:28][N:27]=4)[CH:17]=3)=[CH:14][N:15]=2)[CH2:10][CH2:9][CH2:8]1)([C:1]([CH3:2])([CH3:3])[CH3:4])([CH3:36])[CH3:37]. The catalyst class is: 78.